This data is from Peptide-MHC class II binding affinity with 134,281 pairs from IEDB. The task is: Regression. Given a peptide amino acid sequence and an MHC pseudo amino acid sequence, predict their binding affinity value. This is MHC class II binding data. (1) The peptide sequence is RSALILRGSVAHKSC. The MHC is DRB1_0901 with pseudo-sequence DRB1_0901. The binding affinity (normalized) is 0.617. (2) The peptide sequence is VDIMVRDGQLTIKAE. The MHC is DRB1_1302 with pseudo-sequence DRB1_1302. The binding affinity (normalized) is 0.557. (3) The peptide sequence is TPAAPAGAEPAGKAT. The MHC is HLA-DQA10104-DQB10503 with pseudo-sequence HLA-DQA10104-DQB10503. The binding affinity (normalized) is 0.175. (4) The peptide sequence is NVTSIHSLLDEGKQS. The MHC is DRB1_1302 with pseudo-sequence DRB1_1302. The binding affinity (normalized) is 0.203. (5) The peptide sequence is SPEVIPMFSALSEGAT. The MHC is DRB1_1101 with pseudo-sequence DRB1_1101. The binding affinity (normalized) is 0.626. (6) The peptide sequence is QPEQPQQSFPEQEKP. The MHC is HLA-DQA10201-DQB10201 with pseudo-sequence HLA-DQA10201-DQB10202. The binding affinity (normalized) is 0.0847.